Dataset: Full USPTO retrosynthesis dataset with 1.9M reactions from patents (1976-2016). Task: Predict the reactants needed to synthesize the given product. (1) Given the product [C:1]([O:5][C:6]([C:8]1[CH:13]=[CH:12][C:11]([N:14]2[CH2:15][CH2:16][N:17]([CH3:20])[CH2:18][CH2:19]2)=[CH:10][C:9]=1[N:21]([C:42](=[O:43])[C:41]([F:52])([F:51])[F:40])[CH:22]1[CH2:23][CH2:24][N:25]([C:28]([O:30][CH2:31][CH3:32])=[O:29])[CH2:26][CH2:27]1)=[O:7])([CH3:3])([CH3:4])[CH3:2], predict the reactants needed to synthesize it. The reactants are: [C:1]([O:5][C:6]([C:8]1[CH:13]=[CH:12][C:11]([N:14]2[CH2:19][CH2:18][N:17]([CH3:20])[CH2:16][CH2:15]2)=[CH:10][C:9]=1[NH:21][CH:22]1[CH2:27][CH2:26][N:25]([C:28]([O:30][CH2:31][CH3:32])=[O:29])[CH2:24][CH2:23]1)=[O:7])([CH3:4])([CH3:3])[CH3:2].C(N(CC)CC)C.[F:40][C:41]([F:52])([F:51])[C:42](O[C:42](=[O:43])[C:41]([F:52])([F:51])[F:40])=[O:43]. (2) The reactants are: [CH3:1][O:2][C:3]1[CH:4]=[CH:5][C:6]2[N:10]=[C:9]([CH2:11][O:12][C:13]3[CH:18]=[CH:17][C:16]([CH2:19][CH:20]([CH3:26])[C:21]([O:23]CC)=[S:22])=[CH:15][CH:14]=3)[N:8]([CH3:27])[C:7]=2[CH:28]=1.O.[OH-].[K+].[OH-].[K+].[ClH:34]. Given the product [ClH:34].[CH3:1][O:2][C:3]1[CH:4]=[CH:5][C:6]2[N:10]=[C:9]([CH2:11][O:12][C:13]3[CH:18]=[CH:17][C:16]([CH2:19][CH:20]([CH3:26])[C:21]([OH:23])=[S:22])=[CH:15][CH:14]=3)[N:8]([CH3:27])[C:7]=2[CH:28]=1, predict the reactants needed to synthesize it. (3) Given the product [O:21]=[C:15]1[CH:14]([N:7]2[C:6](=[O:22])[C:5]3[C:9](=[CH:10][CH:11]=[CH:12][C:4]=3[CH2:3][NH:2][C:55](=[O:56])[CH2:54][C:44]3[C:53]4[C:48](=[CH:49][CH:50]=[CH:51][CH:52]=4)[CH:47]=[CH:46][CH:45]=3)[C:8]2=[O:13])[CH2:19][CH2:18][C:17](=[O:20])[NH:16]1, predict the reactants needed to synthesize it. The reactants are: Cl.[NH2:2][CH2:3][C:4]1[CH:12]=[CH:11][CH:10]=[C:9]2[C:5]=1[C:6](=[O:22])[N:7]([CH:14]1[CH2:19][CH2:18][C:17](=[O:20])[NH:16][C:15]1=[O:21])[C:8]2=[O:13].N12CCCN=C1CCCCC2.ON1C2C=CC=CC=2N=N1.[C:44]1([CH2:54][C:55](O)=[O:56])[C:53]2[C:48](=[CH:49][CH:50]=[CH:51][CH:52]=2)[CH:47]=[CH:46][CH:45]=1.Cl.CN(C)CCCN=C=NCC. (4) The reactants are: [C:1]([O:4][C@@H:5]1[C@@H:18]([O:19][C:20](=[O:22])[CH3:21])[C@H:17]([O:23][C:24](=[O:26])[CH3:25])[CH2:16][S:15][C@H:6]1[O:7][C:8]1[CH:13]=[CH:12][C:11](I)=[CH:10][CH:9]=1)(=[O:3])[CH3:2].[N:27]1[CH:32]=[CH:31][CH:30]=[C:29](B(O)O)[CH:28]=1. Given the product [C:1]([O:4][C@@H:5]1[C@@H:18]([O:19][C:20](=[O:22])[CH3:21])[C@H:17]([O:23][C:24](=[O:26])[CH3:25])[CH2:16][S:15][C@H:6]1[O:7][C:8]1[CH:13]=[CH:12][C:11]([C:29]2[CH:28]=[N:27][CH:32]=[CH:31][CH:30]=2)=[CH:10][CH:9]=1)(=[O:3])[CH3:2], predict the reactants needed to synthesize it. (5) The reactants are: [NH2:1][C:2]1[CH:3]=[C:4]2[C:9](=[C:10]([C:12]([F:15])([F:14])[F:13])[CH:11]=1)[N:8]=[CH:7][C:6]([C:16]#[N:17])=[C:5]2[NH:18][C:19]1[CH:24]=[CH:23][C:22]([F:25])=[C:21]([Cl:26])[CH:20]=1.[F:27][C:28]1[CH:35]=[CH:34][CH:33]=[CH:32][C:29]=1[CH:30]=O.[BH3-]C#N.[Na+]. Given the product [Cl:26][C:21]1[CH:20]=[C:19]([NH:18][C:5]2[C:4]3[C:9](=[C:10]([C:12]([F:13])([F:14])[F:15])[CH:11]=[C:2]([NH:1][CH2:30][C:29]4[CH:32]=[CH:33][CH:34]=[CH:35][C:28]=4[F:27])[CH:3]=3)[N:8]=[CH:7][C:6]=2[C:16]#[N:17])[CH:24]=[CH:23][C:22]=1[F:25], predict the reactants needed to synthesize it. (6) Given the product [Cl:22][C:23]1[CH:37]=[C:36]([CH:35]=[C:25]([O:26][C:27]2[CH:32]=[CH:31][C:30]([F:33])=[CH:29][C:28]=2[F:34])[CH:24]=1)[NH2:38], predict the reactants needed to synthesize it. The reactants are: BrC1C=C(C=C(C(C2C=CC=C(OC(F)F)C=2)(C)C)C=1)N.[Cl:22][C:23]1[CH:24]=[C:25]([CH:35]=[C:36]([N+:38]([O-])=O)[CH:37]=1)[O:26][C:27]1[CH:32]=[CH:31][C:30]([F:33])=[CH:29][C:28]=1[F:34]. (7) Given the product [CH2:29]([N:8]1[C:9](=[O:26])[C:10]([CH2:11][C:12]2[CH:17]=[CH:16][C:15]([C:18]3[C:19]([C:24]#[N:25])=[CH:20][CH:21]=[CH:22][CH:23]=3)=[CH:14][CH:13]=2)=[C:5]([CH2:1][CH2:2][CH2:3][CH3:4])[N:6]=[C:7]1[CH2:27][OH:28])[C:30]1[CH:35]=[CH:34][CH:33]=[CH:32][CH:31]=1, predict the reactants needed to synthesize it. The reactants are: [CH2:1]([C:5]1[N:6]=[C:7]([CH2:27][OH:28])[NH:8][C:9](=[O:26])[C:10]=1[CH2:11][C:12]1[CH:17]=[CH:16][C:15]([C:18]2[C:19]([C:24]#[N:25])=[CH:20][CH:21]=[CH:22][CH:23]=2)=[CH:14][CH:13]=1)[CH2:2][CH2:3][CH3:4].[CH2:29](Br)[C:30]1[CH:35]=[CH:34][CH:33]=[CH:32][CH:31]=1.C(=O)([O-])[O-].[Cs+].[Cs+]. (8) The reactants are: [NH:1]1[CH2:6][CH2:5][CH:4]([C:7]([OH:9])=[O:8])[CH2:3][CH2:2]1.O=S(Cl)Cl.[CH3:14]O. Given the product [NH:1]1[CH2:6][CH2:5][CH:4]([C:7]([O:9][CH3:14])=[O:8])[CH2:3][CH2:2]1, predict the reactants needed to synthesize it. (9) Given the product [C:21]([O:20][C:18]([N:25]1[CH2:28][CH:6]([NH:7][CH2:8][CH2:9][NH:10][C:11]2[N:12]=[CH:13][CH:14]=[CH:15][N:16]=2)[CH2:26]1)=[O:19])([CH3:24])([CH3:23])[CH3:22], predict the reactants needed to synthesize it. The reactants are: C(O[C:6](=O)[NH:7][CH2:8][CH2:9][NH:10][C:11]1[N:16]=[CH:15][CH:14]=[CH:13][N:12]=1)(C)(C)C.[C:18]([N:25]1[CH2:28]C(=O)[CH2:26]1)([O:20][C:21]([CH3:24])([CH3:23])[CH3:22])=[O:19].[BH-](OC(C)=O)(OC(C)=O)OC(C)=O.[Na+].